Dataset: Full USPTO retrosynthesis dataset with 1.9M reactions from patents (1976-2016). Task: Predict the reactants needed to synthesize the given product. (1) Given the product [O:1]1[C:6]2([CH2:11][CH2:10][N:9]([CH2:12][C:13]3[CH:14]=[C:15]([CH:54]=[CH:55][CH:56]=3)[CH2:16][CH2:17][O:18][CH2:19][CH2:20][C:21]([N:23]([CH2:30][CH2:31][N:32]([CH2:40][CH2:41][C:42]3[C:47]4[O:48][CH2:49][C:50](=[O:52])[NH:51][C:46]=4[C:45]([O:53][Si:66]([C:69]([CH3:72])([CH3:71])[CH3:70])([CH3:68])[CH3:67])=[CH:44][CH:43]=3)[C:33](=[O:39])[O:34][C:35]([CH3:38])([CH3:36])[CH3:37])[CH:24]3[CH2:29][CH2:28][CH2:27][CH2:26][CH2:25]3)=[O:22])[CH2:8][CH2:7]2)[CH2:5][NH:4][CH2:3][CH2:2]1, predict the reactants needed to synthesize it. The reactants are: [O:1]1[C:6]2([CH2:11][CH2:10][N:9]([CH2:12][C:13]3[CH:14]=[C:15]([CH:54]=[CH:55][CH:56]=3)[CH2:16][CH2:17][O:18][CH2:19][CH2:20][C:21]([N:23]([CH2:30][CH2:31][N:32]([CH2:40][CH2:41][C:42]3[C:47]4[O:48][CH2:49][C:50](=[O:52])[NH:51][C:46]=4[C:45]([OH:53])=[CH:44][CH:43]=3)[C:33](=[O:39])[O:34][C:35]([CH3:38])([CH3:37])[CH3:36])[CH:24]3[CH2:29][CH2:28][CH2:27][CH2:26][CH2:25]3)=[O:22])[CH2:8][CH2:7]2)[CH2:5][NH:4][CH2:3][CH2:2]1.CCN(C(C)C)C(C)C.[Si:66](Cl)([C:69]([CH3:72])([CH3:71])[CH3:70])([CH3:68])[CH3:67].C(=O)(O)[O-].[Na+]. (2) Given the product [C:33]([NH:34][C@H:35]1[CH2:39][CH2:38][N:37]([C:9]2[C:8]([F:12])=[CH:7][C:3]([C:4]([NH2:6])=[O:5])=[C:2]([NH:24][C:23]3[CH:25]=[CH:26][C:20]([N:18]4[CH2:19][CH:14]([CH3:13])[O:15][CH:16]([CH3:27])[CH2:17]4)=[CH:21][CH:22]=3)[N:10]=2)[CH2:36]1)(=[O:40])[CH:41]=[CH2:42], predict the reactants needed to synthesize it. The reactants are: Cl[C:2]1[N:10]=[C:9](Cl)[C:8]([F:12])=[CH:7][C:3]=1[C:4]([NH2:6])=[O:5].[CH3:13][CH:14]1[CH2:19][N:18]([C:20]2[CH:26]=[CH:25][C:23]([NH2:24])=[CH:22][CH:21]=2)[CH2:17][CH:16]([CH3:27])[O:15]1.C(O[C:33](=[O:40])[NH:34][C@H:35]1[CH2:39][CH2:38][NH:37][CH2:36]1)(C)(C)C.[C:41](O)(=O)[CH:42]=C. (3) Given the product [N:24]([C@@H:6]1[CH2:10][CH2:9][N:8]([C:11]([O:13][CH2:14][C:15]2[CH:20]=[CH:19][C:18]([N+:21]([O-:23])=[O:22])=[CH:17][CH:16]=2)=[O:12])[CH2:7]1)=[N+:25]=[N-:26], predict the reactants needed to synthesize it. The reactants are: CS(O[C@H:6]1[CH2:10][CH2:9][N:8]([C:11]([O:13][CH2:14][C:15]2[CH:20]=[CH:19][C:18]([N+:21]([O-:23])=[O:22])=[CH:17][CH:16]=2)=[O:12])[CH2:7]1)(=O)=O.[N-:24]=[N+:25]=[N-:26].[Na+]. (4) Given the product [N+:19]([C:10]1[C:11]2[C:16](=[CH:15][CH:14]=[CH:13][CH:12]=2)[CH:17]=[CH:18][C:9]=1[NH:31][C:30]1[CH:32]=[CH:33][CH:34]=[C:28]([C:26]2[O:25][N:24]=[C:23]([CH3:22])[N:27]=2)[CH:29]=1)([O-:21])=[O:20], predict the reactants needed to synthesize it. The reactants are: O([C:9]1[CH:18]=[CH:17][C:16]2[C:11](=[CH:12][CH:13]=[CH:14][CH:15]=2)[C:10]=1[N+:19]([O-:21])=[O:20])S(C(F)(F)F)(=O)=O.[CH3:22][C:23]1[N:27]=[C:26]([C:28]2[CH:29]=[C:30]([CH:32]=[CH:33][CH:34]=2)[NH2:31])[O:25][N:24]=1. (5) Given the product [CH3:14][C:10]1[N:9]([CH2:8][CH2:7][CH2:6][NH:1][C:2]([NH2:4])=[O:3])[CH2:13][CH2:12][N:11]=1, predict the reactants needed to synthesize it. The reactants are: [NH2:1][C:2]([NH2:4])=[O:3].N[CH2:6][CH2:7][CH2:8][N:9]1[CH:13]=[CH:12][N:11]=[C:10]1[CH3:14]. (6) The reactants are: C1(S)C=CC=CC=1.[Sn](Cl)Cl.C(N(CC)CC)C.[N:18]([C:21]1([CH3:39])[CH2:27][CH2:26][CH2:25][CH2:24][N:23]2[C:28](=[O:38])[CH:29]=[C:30]([C:32]3[CH:37]=[CH:36][N:35]=[CH:34][N:33]=3)[N:31]=[C:22]12)=[N+]=[N-].[OH-].[Na+]. Given the product [NH2:18][C:21]1([CH3:39])[CH2:27][CH2:26][CH2:25][CH2:24][N:23]2[C:28](=[O:38])[CH:29]=[C:30]([C:32]3[CH:37]=[CH:36][N:35]=[CH:34][N:33]=3)[N:31]=[C:22]12, predict the reactants needed to synthesize it. (7) Given the product [CH3:21][O:13][C:12](=[O:14])[C:11]#[C:10][C:9]([C:4]1[CH:3]=[C:2]([Cl:1])[CH:7]=[C:6]([Cl:8])[CH:5]=1)([OH:19])[C:15]([F:16])([F:17])[F:18], predict the reactants needed to synthesize it. The reactants are: [Cl:1][C:2]1[CH:3]=[C:4]([C:9]([OH:19])([C:15]([F:18])([F:17])[F:16])[C:10]#[C:11][C:12]([OH:14])=[O:13])[CH:5]=[C:6]([Cl:8])[CH:7]=1.[Si](C=[N+]=[N-])(C)(C)[CH3:21].C(O)(=O)C. (8) Given the product [CH:26]1[C:27]2[C:22](=[C:21]([S:18]([NH:17][CH2:16][C:12]3[CH:13]=[CH:14][CH:15]=[C:10]([CH2:9][NH2:8])[CH:11]=3)(=[O:19])=[O:20])[CH:30]=[CH:29][CH:28]=2)[CH:23]=[CH:24][N:25]=1, predict the reactants needed to synthesize it. The reactants are: C(OC([NH:8][CH2:9][C:10]1[CH:15]=[CH:14][CH:13]=[C:12]([CH2:16][NH:17][S:18]([C:21]2[CH:30]=[CH:29][CH:28]=[C:27]3[C:22]=2[CH:23]=[CH:24][N:25]=[CH:26]3)(=[O:20])=[O:19])[CH:11]=1)=O)(C)(C)C.Cl.